From a dataset of Full USPTO retrosynthesis dataset with 1.9M reactions from patents (1976-2016). Predict the reactants needed to synthesize the given product. (1) Given the product [C:1]([O:4][CH2:5][C:6]1[CH:11]=[C:10]([CH:12]=[O:13])[C:9]([N:14]2[CH2:19][C@H:18]([CH3:20])[O:17][C@H:16]([CH3:21])[CH2:15]2)=[C:8]([F:22])[C:7]=1[F:23])(=[O:3])[CH3:2], predict the reactants needed to synthesize it. The reactants are: [C:1]([O:4][CH2:5][C:6]1[CH:11]=[C:10]([CH2:12][OH:13])[C:9]([N:14]2[CH2:19][C@H:18]([CH3:20])[O:17][C@H:16]([CH3:21])[CH2:15]2)=[C:8]([F:22])[C:7]=1[F:23])(=[O:3])[CH3:2].C[N+]1([O-])CCOCC1. (2) Given the product [C:17]([CH2:16][O:15][C:14]1[CH:20]=[C:21]([C:24]#[N:25])[CH:22]=[CH:23][C:13]=1[CH2:12][NH:11][C:7]([C:4]1[CH:3]=[C:2]([CH3:1])[O:6][N:5]=1)=[O:9])(=[O:18])[NH2:19], predict the reactants needed to synthesize it. The reactants are: [CH3:1][C:2]1[O:6][N:5]=[C:4]([C:7]([OH:9])=O)[CH:3]=1.Cl.[NH2:11][CH2:12][C:13]1[CH:23]=[CH:22][C:21]([C:24]#[N:25])=[CH:20][C:14]=1[O:15][CH2:16][C:17]([NH2:19])=[O:18]. (3) The reactants are: [Cl:1][C:2]1[CH:7]=[CH:6][C:5]([OH:8])=[CH:4][CH:3]=1.O[CH:10]([C:34]1[CH:39]=[CH:38][CH:37]=[CH:36][CH:35]=1)[CH2:11][CH2:12][CH2:13][CH2:14][CH2:15][N:16]1[CH2:21][CH2:20][CH:19]([C:22]2[CH:23]=[C:24]([NH:28][C:29](=[O:33])[CH:30]([CH3:32])[CH3:31])[CH:25]=[CH:26][CH:27]=2)[CH2:18][CH2:17]1.Cl. Given the product [Cl:1][C:2]1[CH:7]=[CH:6][C:5]([O:8][CH:10]([C:34]2[CH:35]=[CH:36][CH:37]=[CH:38][CH:39]=2)[CH2:11][CH2:12][CH2:13][CH2:14][CH2:15][N:16]2[CH2:21][CH2:20][CH:19]([C:22]3[CH:23]=[C:24]([NH:28][C:29](=[O:33])[CH:30]([CH3:32])[CH3:31])[CH:25]=[CH:26][CH:27]=3)[CH2:18][CH2:17]2)=[CH:4][CH:3]=1, predict the reactants needed to synthesize it. (4) Given the product [CH:1]([NH:4][C:5]1[S:6][CH:7]=[C:8]([C:10]2[N:11]=[C:12]([O:22][CH:23]3[CH2:40][CH:39]4[N:25]([C:26](=[O:46])[N:27]([CH3:45])[CH2:28][CH2:29][CH2:30][CH2:31][CH:32]=[CH:33][CH:34]5[C:36]([C:42]([NH:82][S:83]([CH:86]6[CH2:88][CH2:87]6)(=[O:85])=[O:84])=[O:43])([NH:37][C:38]4=[O:41])[CH2:35]5)[CH2:24]3)[C:13]3[C:18]([CH:19]=2)=[CH:17][C:16]([O:20][CH3:21])=[CH:15][CH:14]=3)[N:9]=1)([CH3:3])[CH3:2], predict the reactants needed to synthesize it. The reactants are: [CH:1]([NH:4][C:5]1[S:6][CH:7]=[C:8]([C:10]2[N:11]=[C:12]([O:22][CH:23]3[CH2:40][CH:39]4[N:25]([C:26](=[O:46])[N:27]([CH3:45])[CH2:28][CH2:29][CH2:30][CH2:31][CH:32]=[CH:33][CH:34]5[C:36]([C:42](O)=[O:43])([NH:37][C:38]4=[O:41])[CH2:35]5)[CH2:24]3)[C:13]3[C:18]([CH:19]=2)=[CH:17][C:16]([O:20][CH3:21])=[CH:15][CH:14]=3)[N:9]=1)([CH3:3])[CH3:2].ClC1N=C(OC2CC3N(C(=O)N(C)CCCCC=CC4C(C([NH:82][S:83]([CH:86]5[CH2:88][CH2:87]5)(=[O:85])=[O:84])=O)(NC3=O)C4)C2)C2C(C=1)=CC(OC)=CC=2. (5) Given the product [NH:1]1[C:9]2[C:4](=[CH:5][CH:6]=[CH:7][CH:8]=2)[C:3](/[CH:10]=[C:11]2\[O:12][C:13]3[C:14](=[CH:17][C:18]4[O:19][CH2:20][O:21][C:22]=4[C:23]=3[CH2:24][N:25]3[CH2:30][CH2:29][NH:28][CH2:27][CH2:26]3)[C:15]\2=[O:16])=[N:2]1, predict the reactants needed to synthesize it. The reactants are: [NH:1]1[C:9]2[C:4](=[CH:5][CH:6]=[CH:7][CH:8]=2)[C:3](/[CH:10]=[C:11]2\[O:12][C:13]3[C:14](=[CH:17][C:18]4[O:19][CH2:20][O:21][C:22]=4[C:23]=3[CH2:24][N:25]3[CH2:30][CH2:29][N:28](C(OC(C)(C)C)=O)[CH2:27][CH2:26]3)[C:15]\2=[O:16])=[N:2]1.Cl. (6) Given the product [N:6]1[CH:7]=[C:8]([S:2]([OH:5])(=[O:4])=[O:3])[N:9]2[CH:14]=[CH:13][CH:12]=[CH:11][C:10]=12, predict the reactants needed to synthesize it. The reactants are: Cl[S:2]([OH:5])(=[O:4])=[O:3].[N:6]1[CH:7]=[CH:8][N:9]2[CH:14]=[CH:13][CH:12]=[CH:11][C:10]=12. (7) Given the product [Cl:1][C:2]1[CH:9]=[C:8]([N:10]([CH2:16][C:17]2[CH:22]=[CH:21][CH:20]=[CH:19][C:18]=2[Cl:23])[C@H:11]2[CH2:15][CH2:14][N:13]([S:32]([C:27]3[CH:28]=[CH:29][CH:30]=[CH:31][C:26]=3[C:24]#[N:25])(=[O:34])=[O:33])[CH2:12]2)[CH:7]=[CH:6][C:3]=1[C:4]#[N:5], predict the reactants needed to synthesize it. The reactants are: [Cl:1][C:2]1[CH:9]=[C:8]([N:10]([CH2:16][C:17]2[CH:22]=[CH:21][CH:20]=[CH:19][C:18]=2[Cl:23])[C@H:11]2[CH2:15][CH2:14][NH:13][CH2:12]2)[CH:7]=[CH:6][C:3]=1[C:4]#[N:5].[C:24]([C:26]1[CH:31]=[CH:30][CH:29]=[CH:28][C:27]=1[S:32](Cl)(=[O:34])=[O:33])#[N:25].